The task is: Predict which catalyst facilitates the given reaction.. This data is from Catalyst prediction with 721,799 reactions and 888 catalyst types from USPTO. (1) Reactant: [CH3:1][S:2]([N:5]1[CH2:10][CH:9]=[C:8]([C:11]2[CH:12]=[C:13]3[CH2:19][C@@:18]([CH3:26])([CH:20]4[CH2:25][CH2:24][NH:23][CH2:22][CH2:21]4)[O:17][C:14]3=[CH:15][N:16]=2)[CH2:7][CH2:6]1)(=[O:4])=[O:3].Br[C:28]1[CH:33]=[N:32][C:31]([CH3:34])=[CH:30][N:29]=1.C(=O)([O-])[O-].[K+].[K+]. Product: [CH3:1][S:2]([N:5]1[CH2:6][CH:7]=[C:8]([C:11]2[CH:12]=[C:13]3[CH2:19][C@@:18]([CH3:26])([CH:20]4[CH2:25][CH2:24][N:23]([C:28]5[CH:33]=[N:32][C:31]([CH3:34])=[CH:30][N:29]=5)[CH2:22][CH2:21]4)[O:17][C:14]3=[CH:15][N:16]=2)[CH2:9][CH2:10]1)(=[O:3])=[O:4]. The catalyst class is: 16. (2) Reactant: C[CH2:2][C:3]([C:5]1[CH:10]=[CH:9][C:8](F)=[C:7]([N+:12]([O-:14])=[O:13])[CH:6]=1)=[O:4].[CH3:15][NH2:16]. Product: [CH3:15][NH:16][C:8]1[CH:9]=[CH:10][C:5]([C:3](=[O:4])[CH3:2])=[CH:6][C:7]=1[N+:12]([O-:14])=[O:13]. The catalyst class is: 3. (3) The catalyst class is: 1. Reactant: [Cl:1][C:2]1[N:10]=[CH:9][N:8]=[C:7]2[C:3]=1[N:4]=[CH:5][N:6]2[CH2:11][C:12]1[CH:17]=[CH:16][C:15]([O:18][CH3:19])=[CH:14][CH:13]=1.[Li+].CC([N-]C(C)C)C.[Cl:28]C(Cl)(Cl)C(Cl)(Cl)Cl.[NH4+].[Cl-]. Product: [Cl:1][C:2]1[N:10]=[CH:9][N:8]=[C:7]2[C:3]=1[N:4]=[C:5]([Cl:28])[N:6]2[CH2:11][C:12]1[CH:17]=[CH:16][C:15]([O:18][CH3:19])=[CH:14][CH:13]=1. (4) Product: [N:2]1[CH:7]=[CH:6][CH:5]=[CH:4][C:3]=1[C:8]1[NH:9][C:10]2[C:16]3[CH:17]=[CH:18][CH:19]=[CH:20][C:15]=3[N:14]([C:21]([C:23]3[CH:28]=[CH:27][C:26]([NH:29][C:30]([C:32]4[C:33]([C:38]5[CH:43]=[CH:42][CH:41]=[CH:40][CH:39]=5)=[CH:34][CH:35]=[CH:36][CH:37]=4)=[O:31])=[CH:25][CH:24]=3)=[O:22])[CH2:13][CH2:12][C:11]=2[N:44]=1. The catalyst class is: 10. Reactant: O.[N:2]1[CH:7]=[CH:6][CH:5]=[CH:4][C:3]=1[C:8]1[NH:9][C:10]2[C:16]3[CH:17]=[CH:18][CH:19]=[CH:20][C:15]=3[N:14]([C:21]([C:23]3[CH:28]=[CH:27][C:26]([NH:29][C:30]([C:32]4[C:33]([C:38]5[CH:43]=[CH:42][CH:41]=[CH:40][CH:39]=5)=[CH:34][CH:35]=[CH:36][CH:37]=4)=[O:31])=[CH:25][CH:24]=3)=[O:22])[CH2:13][CH2:12][C:11]=2[N:44]=1. (5) Reactant: [Br:1][C:2]1[CH:10]=[C:9]2[C:5]([C:6]([CH3:11])=[CH:7][NH:8]2)=[CH:4][CH:3]=1.[H-].[Na+].[CH3:14][O:15][C:16]1[CH:21]=[CH:20][C:19]([S:22](Cl)(=[O:24])=[O:23])=[CH:18][C:17]=1[N:26]1[CH2:31][CH2:30][N:29]([C:32](=[O:37])[C:33]([Cl:36])([Cl:35])[Cl:34])[CH2:28][CH2:27]1. Product: [Br:1][C:2]1[CH:10]=[C:9]2[C:5]([C:6]([CH3:11])=[CH:7][N:8]2[S:22]([C:19]2[CH:20]=[CH:21][C:16]([O:15][CH3:14])=[C:17]([N:26]3[CH2:27][CH2:28][N:29]([C:32](=[O:37])[C:33]([Cl:36])([Cl:34])[Cl:35])[CH2:30][CH2:31]3)[CH:18]=2)(=[O:23])=[O:24])=[CH:4][CH:3]=1. The catalyst class is: 1. (6) Reactant: Br[C:2]1[CH:3]=[N:4][CH:5]=[C:6]2[C:11]=1[N:10]=[C:9]([C:12]([N:14]1[CH2:18][CH2:17][CH:16]([OH:19])[CH2:15]1)=[O:13])[CH:8]=[CH:7]2.[Cl:20][C:21]1[CH:26]=[CH:25][C:24](B(O)O)=[CH:23][C:22]=1[F:30].C(=O)([O-])[O-].[Cs+].[Cs+]. Product: [Cl:20][C:21]1[CH:26]=[CH:25][C:24]([C:2]2[CH:3]=[N:4][CH:5]=[C:6]3[C:11]=2[N:10]=[C:9]([C:12]([N:14]2[CH2:18][CH2:17][CH:16]([OH:19])[CH2:15]2)=[O:13])[CH:8]=[CH:7]3)=[CH:23][C:22]=1[F:30]. The catalyst class is: 688.